Dataset: Full USPTO retrosynthesis dataset with 1.9M reactions from patents (1976-2016). Task: Predict the reactants needed to synthesize the given product. (1) Given the product [CH2:17]([C:15]1[CH:16]=[C:11]([C:6]2[CH:7]=[CH:8][C:9]([OH:10])=[C:4]([CH2:1][CH:2]=[CH2:3])[CH:5]=2)[C:12]([OH:20])=[CH:13][CH:14]=1)[CH:18]=[CH2:19], predict the reactants needed to synthesize it. The reactants are: [CH2:1]([C:4]1[CH:5]=[C:6]([C:11]2[CH:16]=[C:15]([CH2:17][CH:18]=[CH2:19])[CH:14]=[CH:13][C:12]=2[O:20]C)[CH:7]=[CH:8][C:9]=1[OH:10])[CH:2]=[CH2:3].B(Br)(Br)Br.CCOC(C)=O.CCCCCC. (2) Given the product [ClH:1].[ClH:1].[OH:63][C@H:60]1[CH2:61][CH2:62][N:57]([CH2:56][CH2:55][N:14]2[CH2:19][CH2:18][CH:17]([NH:20][C:21]([C:23]3[NH:24][C:25]4[C:30]([CH:31]=3)=[C:29]([O:32][CH2:33][C:34]3[C:38]5[CH:39]=[CH:40][CH:41]=[C:42]([O:43][CH3:44])[C:37]=5[O:36][CH:35]=3)[CH:28]=[CH:27][CH:26]=4)=[O:22])[CH2:16][CH2:15]2)[CH2:58][C@@H:59]1[CH3:64], predict the reactants needed to synthesize it. The reactants are: [ClH:1].Cl.[C@H]1(C[N:14]2[CH2:19][CH2:18][CH:17]([NH:20][C:21]([C:23]3[NH:24][C:25]4[C:30]([CH:31]=3)=[C:29]([O:32][CH2:33][C:34]3[C:38]5[CH:39]=[CH:40][CH:41]=[C:42]([O:43][CH3:44])[C:37]=5[O:36][CH:35]=3)[CH:28]=[CH:27][CH:26]=4)=[O:22])[CH2:16][CH2:15]2)[C@@H]2N(CCCC2)CCC1.Cl.Cl.Cl.NC1CCN([CH2:55][CH2:56][N:57]2[CH2:62][CH2:61][C@H:60]([OH:63])[C@@H:59]([CH3:64])[CH2:58]2)CC1. (3) The reactants are: [C:1]([O:5][C:6](=[O:23])[CH2:7][C:8]1[CH:13]=[CH:12][C:11]([CH3:14])=[CH:10][C:9]=1[O:15]CC1C=CC=CC=1)([CH3:4])([CH3:3])[CH3:2].[H][H]. Given the product [C:1]([O:5][C:6](=[O:23])[CH2:7][C:8]1[CH:13]=[CH:12][C:11]([CH3:14])=[CH:10][C:9]=1[OH:15])([CH3:4])([CH3:2])[CH3:3], predict the reactants needed to synthesize it. (4) Given the product [Cl:11][C:10]1[CH:9]=[CH:8][C:6]([N:7]=[C:13]=[S:14])=[C:5]([F:12])[C:4]=1[Cl:3], predict the reactants needed to synthesize it. The reactants are: [OH-].[Na+].[Cl:3][C:4]1[C:5]([F:12])=[C:6]([CH:8]=[CH:9][C:10]=1[Cl:11])[NH2:7].[C:13](Cl)(Cl)=[S:14]. (5) Given the product [O:42]=[C:12]1[C:11]2[C:10]([CH:9]=[CH:8][N:14]=2)=[N:17][C:15]1=[O:16], predict the reactants needed to synthesize it. The reactants are: CC(C(N=NC1C=CC(Cl)=CC=1[N+]([O-])=O)C(N[C:8]1C=[CH:12][C:11]2[NH:14][C:15]([NH:17][C:10]=2[CH:9]=1)=[O:16])=O)=O.C1C(C2NC(=O)C3=C(C4C=CC(Cl)=CC=4)NC(=[O:42])C=23)=CC=C(Cl)C=1. (6) Given the product [CH3:42][O:41][C:37]1[CH:36]=[C:35]2[C:40]([C:31]([O:30][CH2:29][C:28]3[N:24]4[N:25]=[C:20]([C:16]5[S:15][CH:19]=[CH:18][CH:17]=5)[CH:21]=[N:22][C:23]4=[N:26][N:27]=3)=[CH:32][CH:33]=[N:34]2)=[CH:39][CH:38]=1, predict the reactants needed to synthesize it. The reactants are: N(C1N=NC(C2C=CC=CC=2)=CN=1)N.[S:15]1[CH:19]=[CH:18][CH:17]=[C:16]1[C:20]1[N:25]=[N:24][C:23]([NH:26][NH:27][C:28](=O)[CH2:29][O:30][C:31]2[C:40]3[C:35](=[CH:36][C:37]([O:41][CH3:42])=[CH:38][CH:39]=3)[N:34]=[CH:33][CH:32]=2)=[N:22][CH:21]=1.N1C2C(=CC(CC(O)=O)=CC=2)C=CC=1.COC1C=C2C(C(OCC(O)=O)=CC=N2)=CC=1.